From a dataset of Full USPTO retrosynthesis dataset with 1.9M reactions from patents (1976-2016). Predict the reactants needed to synthesize the given product. (1) Given the product [CH:15]([Si:14]([CH:21]([CH3:22])[CH3:23])([CH:18]([CH3:19])[CH3:20])[O:13][C@H:12]1[C@H:11]([O:24][Si:25]([CH:26]([CH3:28])[CH3:27])([CH:29]([CH3:31])[CH3:30])[CH:32]([CH3:34])[CH3:33])[CH:10]=[C:9]([C:60]2[CH:65]=[CH:64][N:63]=[CH:62][C:61]=2[N+:66]([O-:68])=[O:67])[O:8][C@@H:7]1[CH2:6][O:5][Si:4]([CH:1]([CH3:3])[CH3:2])([CH:35]([CH3:37])[CH3:36])[CH:38]([CH3:40])[CH3:39])([CH3:16])[CH3:17], predict the reactants needed to synthesize it. The reactants are: [CH:1]([Si:4]([CH:38]([CH3:40])[CH3:39])([CH:35]([CH3:37])[CH3:36])[O:5][CH2:6][C@@H:7]1[C@@H:12]([O:13][Si:14]([CH:21]([CH3:23])[CH3:22])([CH:18]([CH3:20])[CH3:19])[CH:15]([CH3:17])[CH3:16])[C@H:11]([O:24][Si:25]([CH:32]([CH3:34])[CH3:33])([CH:29]([CH3:31])[CH3:30])[CH:26]([CH3:28])[CH3:27])[CH:10]=[CH:9][O:8]1)([CH3:3])[CH3:2].[Li]C(C)(C)C.B(OC)(OC)OC.C([O-])([O-])=O.[Na+].[Na+].Cl[C:60]1[CH:65]=[CH:64][N:63]=[CH:62][C:61]=1[N+:66]([O-:68])=[O:67]. (2) Given the product [ClH:36].[NH2:1][C:2]1[C:11]2[C:6](=[CH:7][CH:8]=[CH:9][C:10]=2[O:12][CH2:13][C:14]([NH:17][C:18](=[O:31])[C:19]2[CH:24]=[C:23]([O:25][CH3:26])[CH:22]=[C:21]([O:27][CH2:28][CH2:29][OH:30])[CH:20]=2)([CH3:15])[CH3:16])[N:5]=[C:4]([CH3:32])[C:3]=1[C:33]([OH:35])=[O:34], predict the reactants needed to synthesize it. The reactants are: [NH2:1][C:2]1[C:11]2[C:6](=[CH:7][CH:8]=[CH:9][C:10]=2[O:12][CH2:13][C:14]([NH:17][C:18](=[O:31])[C:19]2[CH:24]=[C:23]([O:25][CH3:26])[CH:22]=[C:21]([O:27][CH2:28][CH2:29][OH:30])[CH:20]=2)([CH3:16])[CH3:15])[N:5]=[C:4]([CH3:32])[C:3]=1[C:33]([OH:35])=[O:34].[ClH:36]. (3) Given the product [O:1]=[C:2]1[CH2:7][CH2:6][CH2:5][CH:4]([C:8]([O:10][CH2:11][C:12]2[CH:17]=[CH:16][CH:15]=[CH:14][CH:13]=2)=[O:9])[CH2:3]1, predict the reactants needed to synthesize it. The reactants are: [O:1]=[C:2]1[CH2:7][CH2:6][CH2:5][CH:4]([C:8]([OH:10])=[O:9])[CH2:3]1.[CH2:11](Br)[C:12]1[CH:17]=[CH:16][CH:15]=[CH:14][CH:13]=1.N12CCCN=C1CCCCC2. (4) The reactants are: [CH2:1]([O:8][N:9]1[C:15](=[O:16])[N:14]2[CH2:17][C@H:10]1[CH2:11][CH2:12][C@H:13]2[C:18]([OH:20])=O)[C:2]1[CH:7]=[CH:6][CH:5]=[CH:4][CH:3]=1.[NH2:21][O:22][C@H:23]1[CH2:28][CH2:27][CH2:26][N:25]([C:29]([O:31][C:32]([CH3:35])([CH3:34])[CH3:33])=[O:30])[CH2:24]1.ON1C2C=CC=CC=2N=N1.Cl.C(N=C=NCCCN(C)C)C. Given the product [CH2:1]([O:8][N:9]1[C:15](=[O:16])[N:14]2[CH2:17][C@H:10]1[CH2:11][CH2:12][C@H:13]2[C:18]([NH:21][O:22][C@H:23]1[CH2:28][CH2:27][CH2:26][N:25]([C:29]([O:31][C:32]([CH3:35])([CH3:34])[CH3:33])=[O:30])[CH2:24]1)=[O:20])[C:2]1[CH:3]=[CH:4][CH:5]=[CH:6][CH:7]=1, predict the reactants needed to synthesize it. (5) Given the product [F:1][C:2]1[CH:3]=[C:4]([CH:18]=[CH:19][C:20]=1[F:21])[O:5][C:6]1[CH:7]=[CH:8][C:9]2[N:13]=[C:12]([CH2:14][O:15][C:23]3[CH:24]=[C:25]([CH:30]=[CH:31][CH:32]=3)[C:26]([O:28][CH3:29])=[O:27])[N:11]([CH3:16])[C:10]=2[CH:17]=1, predict the reactants needed to synthesize it. The reactants are: [F:1][C:2]1[CH:3]=[C:4]([CH:18]=[CH:19][C:20]=1[F:21])[O:5][C:6]1[CH:7]=[CH:8][C:9]2[N:13]=[C:12]([CH2:14][OH:15])[N:11]([CH3:16])[C:10]=2[CH:17]=1.O[C:23]1[CH:24]=[C:25]([CH:30]=[CH:31][CH:32]=1)[C:26]([O:28][CH3:29])=[O:27].C(P(CCCC)CCCC)CCC.N(C(N1CCCCC1)=O)=NC(N1CCCCC1)=O. (6) Given the product [CH3:2][N:3]1[CH2:7][CH2:6][C:5]2([CH2:12][CH2:11][N:10]([S:30]([C:27]3[CH:26]=[CH:25][C:24]([O:23][C:22]([F:21])([F:34])[F:35])=[CH:29][CH:28]=3)(=[O:32])=[O:31])[CH2:9][CH2:8]2)[C:4]1=[O:13], predict the reactants needed to synthesize it. The reactants are: Cl.[CH3:2][N:3]1[CH2:7][CH2:6][C:5]2([CH2:12][CH2:11][NH:10][CH2:9][CH2:8]2)[C:4]1=[O:13].C(N(CC)CC)C.[F:21][C:22]([F:35])([F:34])[O:23][C:24]1[CH:29]=[CH:28][C:27]([S:30](Cl)(=[O:32])=[O:31])=[CH:26][CH:25]=1. (7) Given the product [F:1][C:2]1[C:3]([OH:16])=[N:4][CH:5]=[CH:6][C:7]=1[C:8]([F:11])([F:10])[F:9], predict the reactants needed to synthesize it. The reactants are: [F:1][C:2]1[CH:3]=[N+:4]([O-])[CH:5]=[CH:6][C:7]=1[C:8]([F:11])([F:10])[F:9].FC(F)(F)C(OC(=O)C(F)(F)F)=[O:16].C([O-])([O-])=O.[K+].[K+]. (8) Given the product [CH2:1]([N:3]1[C:12]2[C:7](=[N:8][CH:9]=[C:10]([CH2:13][C:14]3[CH:19]=[CH:18][C:17]([F:20])=[CH:16][CH:15]=3)[CH:11]=2)[C:6]([OH:21])=[C:5]([C:22]([NH:28][CH2:29][CH2:30][N:31]([CH3:36])[S:32]([CH3:35])(=[O:34])=[O:33])=[O:24])[C:4]1=[O:27])[CH3:2], predict the reactants needed to synthesize it. The reactants are: [CH2:1]([N:3]1[C:12]2[C:7](=[N:8][CH:9]=[C:10]([CH2:13][C:14]3[CH:19]=[CH:18][C:17]([F:20])=[CH:16][CH:15]=3)[CH:11]=2)[C:6]([OH:21])=[C:5]([C:22]([O:24]CC)=O)[C:4]1=[O:27])[CH3:2].[NH2:28][CH2:29][CH2:30][N:31]([CH3:36])[S:32]([CH3:35])(=[O:34])=[O:33].